This data is from Full USPTO retrosynthesis dataset with 1.9M reactions from patents (1976-2016). The task is: Predict the reactants needed to synthesize the given product. (1) Given the product [Cl:19][C:20]1[CH:26]=[C:25]([CH3:27])[C:23]([NH:24][C:2]2[N:6]([CH3:7])[C:5]3[C:8]([CH:14]([CH2:17][CH3:18])[CH2:15][CH3:16])=[CH:9][CH:10]=[C:11]([C:12]#[N:13])[C:4]=3[N:3]=2)=[C:22]([O:28][CH3:29])[CH:21]=1, predict the reactants needed to synthesize it. The reactants are: Cl[C:2]1[N:6]([CH3:7])[C:5]2[C:8]([CH:14]([CH2:17][CH3:18])[CH2:15][CH3:16])=[CH:9][CH:10]=[C:11]([C:12]#[N:13])[C:4]=2[N:3]=1.[Cl:19][C:20]1[CH:26]=[C:25]([CH3:27])[C:23]([NH2:24])=[C:22]([O:28][CH3:29])[CH:21]=1.CN1CCCC1=O. (2) Given the product [F:10][C:11]([F:29])([O:14][C:15]([F:27])([F:28])[C:16]([F:25])([F:26])[C:17]([F:23])([F:24])[O:18][C:19]([F:20])([F:21])[F:22])[C:12]([OH:7])=[O:13], predict the reactants needed to synthesize it. The reactants are: N([O-])=O.[Na+].CC(O[Na])=[O:7].[F:10][C:11]([F:29])([O:14][C:15]([F:28])([F:27])[C:16]([F:26])([F:25])[C:17]([F:24])([F:23])[O:18][C:19]([F:22])([F:21])[F:20])[CH2:12][OH:13].